This data is from Reaction yield outcomes from USPTO patents with 853,638 reactions. The task is: Predict the reaction yield, written as a fraction of the theoretical maximum amount of product (1.0 means a 100% yield; for example, 0.34 means a 34% yield). (1) The reactants are [C:1]([Li])([CH3:4])([CH3:3])[CH3:2].[NH2:6][C:7]1[CH:14]=[CH:13][CH:12]=[CH:11][C:8]=1[C:9]#N.[O:15]1CCCC1. No catalyst specified. The product is [NH2:6][C:7]1[CH:14]=[CH:13][CH:12]=[CH:11][C:8]=1[C:9](=[O:15])[C:1]([CH3:4])([CH3:3])[CH3:2]. The yield is 0.220. (2) The reactants are [S:1]1[C:5]([C:6]([O-:8])=O)=[CH:4][CH:3]=[C:2]1[C:9]([O:11][CH3:12])=[O:10].O.ON1C2C=CC=CC=2N=N1.Cl.CN(C)CCCN=C=NCC.[S:36]1[CH:40]=[CH:39][CH:38]=[C:37]1[CH:41]([NH2:43])[CH3:42]. The catalyst is C(Cl)Cl. The product is [CH3:12][O:11][C:9]([C:2]1[S:1][C:5]([C:6](=[O:8])[NH:43][CH:41]([C:37]2[S:36][CH:40]=[CH:39][CH:38]=2)[CH3:42])=[CH:4][CH:3]=1)=[O:10]. The yield is 0.840. (3) The reactants are [CH:1]1([C@@H:7]([C:9]2[NH:10][CH:11]=[C:12]([C:14]3[CH:19]=[CH:18][C:17]([F:20])=[CH:16][CH:15]=3)[N:13]=2)[NH2:8])[CH2:6][CH2:5][CH2:4][CH2:3][CH2:2]1.C(N(CC)CC)C.[CH3:28][C:29](=O)[CH2:30][CH3:31].C(O[BH-](OC(=O)C)OC(=O)C)(=O)C.[Na+]. The catalyst is CO.O. The product is [CH:1]1([C@@H:7]([C:9]2[NH:10][CH:11]=[C:12]([C:14]3[CH:15]=[CH:16][C:17]([F:20])=[CH:18][CH:19]=3)[N:13]=2)[NH:8][CH:28]2[CH2:31][CH2:30][CH2:29]2)[CH2:2][CH2:3][CH2:4][CH2:5][CH2:6]1. The yield is 0.120. (4) The reactants are [CH2:1]([O:8][C:9]1[CH:14]=[C:13]([Br:15])[CH:12]=[C:11]([N+:16]([O-])=O)[C:10]=1[NH:19][C:20](=[O:24])[CH:21]([CH3:23])[CH3:22])[C:2]1[CH:7]=[CH:6][CH:5]=[CH:4][CH:3]=1.C.O.NN. The catalyst is CO.[Fe](Cl)(Cl)Cl. The product is [NH2:16][C:11]1[CH:12]=[C:13]([Br:15])[CH:14]=[C:9]([O:8][CH2:1][C:2]2[CH:7]=[CH:6][CH:5]=[CH:4][CH:3]=2)[C:10]=1[NH:19][C:20](=[O:24])[CH:21]([CH3:22])[CH3:23]. The yield is 0.560. (5) The reactants are N[C:2]1[CH:9]=[C:8]([C:10]([F:13])([F:12])[F:11])[C:7]([O:14][CH2:15][C:16]([F:19])([F:18])[F:17])=[CH:6][C:3]=1[C:4]#[N:5].N(OCCC(C)C)=O. The catalyst is C1COCC1.CC(OC)(C)C. The product is [F:17][C:16]([F:18])([F:19])[CH2:15][O:14][C:7]1[CH:6]=[C:3]([CH:2]=[CH:9][C:8]=1[C:10]([F:13])([F:11])[F:12])[C:4]#[N:5]. The yield is 0.790. (6) The reactants are ON1C2C=CC=CC=2N=N1.Cl.CN(C)CCCN=C=NCC.[C:23]([C:25]1[CH:26]=[C:27]2[C:31](=[CH:32][CH:33]=1)[NH:30][C:29](=[O:34])[C:28]2([CH2:44][C:45]([OH:47])=O)[C:35]1[C:36]([O:41][CH2:42][CH3:43])=[N:37][CH:38]=[CH:39][CH:40]=1)#[N:24].[CH3:48][N:49]1[CH2:54][CH2:53][N:52]([CH:55]2[CH2:60][CH2:59][NH:58][CH2:57][CH2:56]2)[CH2:51][CH2:50]1.C(N(CC)CC)C. The catalyst is CN(C)C=O.C(OCC)(=O)C.O.ClCCl.CO. The product is [CH2:42]([O:41][C:36]1[C:35]([C:28]2([CH2:44][C:45]([N:58]3[CH2:57][CH2:56][CH:55]([N:52]4[CH2:51][CH2:50][N:49]([CH3:48])[CH2:54][CH2:53]4)[CH2:60][CH2:59]3)=[O:47])[C:27]3[C:31](=[CH:32][CH:33]=[C:25]([C:23]#[N:24])[CH:26]=3)[NH:30][C:29]2=[O:34])=[CH:40][CH:39]=[CH:38][N:37]=1)[CH3:43]. The yield is 0.660. (7) The reactants are [C:1]([N:8]1[CH2:13][CH2:12][NH:11][CH2:10][CH2:9]1)([O:3][C:4]([CH3:7])([CH3:6])[CH3:5])=[O:2].[OH-].[Na+].[Br:16][C:17]1[CH:25]=[CH:24][C:20]([C:21](Cl)=[O:22])=[CH:19][CH:18]=1. The catalyst is C1COCC1. The product is [Br:16][C:17]1[CH:25]=[CH:24][C:20]([C:21]([N:11]2[CH2:10][CH2:9][N:8]([C:1]([O:3][C:4]([CH3:7])([CH3:6])[CH3:5])=[O:2])[CH2:13][CH2:12]2)=[O:22])=[CH:19][CH:18]=1. The yield is 0.320. (8) The reactants are Cl[C:2]1[N:7]=[C:6]([O:8][CH3:9])[C:5]([N+:10]([O-:12])=[O:11])=[C:4]([O:13][CH3:14])[N:3]=1.[Cl-].[F:16][C:17]1[CH:24]=[CH:23][C:20]([CH2:21][Zn+])=[CH:19][CH:18]=1. The catalyst is C1COCC1.C1C=CC([P]([Pd]([P](C2C=CC=CC=2)(C2C=CC=CC=2)C2C=CC=CC=2)([P](C2C=CC=CC=2)(C2C=CC=CC=2)C2C=CC=CC=2)[P](C2C=CC=CC=2)(C2C=CC=CC=2)C2C=CC=CC=2)(C2C=CC=CC=2)C2C=CC=CC=2)=CC=1. The product is [F:16][C:17]1[CH:24]=[CH:23][C:20]([CH2:21][C:2]2[N:7]=[C:6]([O:8][CH3:9])[C:5]([N+:10]([O-:12])=[O:11])=[C:4]([O:13][CH3:14])[N:3]=2)=[CH:19][CH:18]=1. The yield is 0.630. (9) The reactants are [H-].[Na+].[C:3]([O:7][C:8]([NH:10][C@@H:11]([CH2:15][OH:16])[C:12]([OH:14])=[O:13])=[O:9])([CH3:6])([CH3:5])[CH3:4].F[C:18]1[CH:23]=[CH:22][CH:21]=[CH:20][C:19]=1[N+:24]([O-:26])=[O:25].Cl. The catalyst is CN(C=O)C. The product is [C:3]([O:7][C:8]([NH:10][C@@H:11]([CH2:15][O:16][C:18]1[CH:23]=[CH:22][CH:21]=[CH:20][C:19]=1[N+:24]([O-:26])=[O:25])[C:12]([OH:14])=[O:13])=[O:9])([CH3:6])([CH3:5])[CH3:4]. The yield is 0.970.